This data is from Full USPTO retrosynthesis dataset with 1.9M reactions from patents (1976-2016). The task is: Predict the reactants needed to synthesize the given product. Given the product [C:7]([CH2:8][CH2:9][NH:10][C:15](=[O:17])[CH:14]([CH3:13])[CH2:18][CH2:19][S:20][C:21]1[N:22]([C:31]2[CH:32]=[CH:33][C:34]([O:37][CH2:38][C:39]([F:42])([F:41])[F:40])=[CH:35][CH:36]=2)[C:23](=[O:30])[C:24]2[NH:29][CH:28]=[CH:27][C:25]=2[N:26]=1)#[N:6], predict the reactants needed to synthesize it. The reactants are: Cl.C(N=C=[N:6][CH2:7][CH2:8][CH2:9][N:10](C)C)C.[CH3:13][CH:14]([CH2:18][CH2:19][S:20][C:21]1[N:22]([C:31]2[CH:36]=[CH:35][C:34]([O:37][CH2:38][C:39]([F:42])([F:41])[F:40])=[CH:33][CH:32]=2)[C:23](=[O:30])[C:24]2[NH:29][CH:28]=[CH:27][C:25]=2[N:26]=1)[C:15]([OH:17])=O.NCCC#N.ON1C2C=CC=CC=2N=N1.